From a dataset of Forward reaction prediction with 1.9M reactions from USPTO patents (1976-2016). Predict the product of the given reaction. (1) Given the reactants Cl[CH2:2][CH2:3][O:4][C:5]1[CH:31]=[CH:30][C:8]2[C@:9]3([OH:29])[C@@H:14]([OH:15])[CH2:13][C@@H:12]([C:16]4[CH:21]=[CH:20][CH:19]=[CH:18][CH:17]=4)[C@:10]3([C:22]3[CH:27]=[CH:26][C:25]([Cl:28])=[CH:24][CH:23]=3)[O:11][C:7]=2[CH:6]=1.[CH3:32][NH:33][CH3:34], predict the reaction product. The product is: [Cl:28][C:25]1[CH:24]=[CH:23][C:22]([C@:10]23[C@H:12]([C:16]4[CH:21]=[CH:20][CH:19]=[CH:18][CH:17]=4)[CH2:13][C@H:14]([OH:15])[C@@:9]2([OH:29])[C:8]2[CH:30]=[CH:31][C:5]([O:4][CH2:3][CH2:2][N:33]([CH3:34])[CH3:32])=[CH:6][C:7]=2[O:11]3)=[CH:27][CH:26]=1. (2) Given the reactants [N+:1]([C:4]1[CH:13]=[CH:12][C:11]2[C:6](=[CH:7][C:8]([N+:14]([O-])=O)=[CH:9][CH:10]=2)[CH:5]=1)([O-:3])=[O:2].CN(C=O)C, predict the reaction product. The product is: [NH2:14][C:8]1[CH:7]=[C:6]2[C:11]([CH:12]=[CH:13][C:4]([N+:1]([O-:3])=[O:2])=[CH:5]2)=[CH:10][CH:9]=1. (3) Given the reactants [Cl:1][C:2]1[CH:3]=[C:4]([C:9]2([C:23]([F:26])([F:25])[F:24])[O:13][N:12]=[C:11]([C:14]3[CH:19]=[CH:18][CH:17]=[C:16]([N+:20]([O-])=O)[CH:15]=3)[CH2:10]2)[CH:5]=[C:6]([Cl:8])[CH:7]=1.[Sn](Cl)Cl.Cl, predict the reaction product. The product is: [Cl:1][C:2]1[CH:3]=[C:4]([C:9]2([C:23]([F:25])([F:24])[F:26])[O:13][N:12]=[C:11]([C:14]3[CH:15]=[C:16]([NH2:20])[CH:17]=[CH:18][CH:19]=3)[CH2:10]2)[CH:5]=[C:6]([Cl:8])[CH:7]=1.